From a dataset of Reaction yield outcomes from USPTO patents with 853,638 reactions. Predict the reaction yield, written as a fraction of the theoretical maximum amount of product (1.0 means a 100% yield; for example, 0.34 means a 34% yield). (1) The reactants are [NH2:1][C:2]1[N:7]=[CH:6][N:5]=[C:4]2[N:8]([C@@H:12]3[CH2:17][CH2:16][CH2:15][N:14]([C:18]([O:20][C:21]([CH3:24])([CH3:23])[CH3:22])=[O:19])[CH2:13]3)[N:9]=[C:10](I)[C:3]=12.[F:25][C:26]1[CH:47]=[CH:46][C:45]([F:48])=[CH:44][C:27]=1[O:28][C:29]1[CH:34]=[CH:33][C:32](B2OC(C)(C)C(C)(C)O2)=[CH:31][CH:30]=1.C(=O)([O-])[O-].[Na+].[Na+]. The product is [NH2:1][C:2]1[N:7]=[CH:6][N:5]=[C:4]2[N:8]([C@@H:12]3[CH2:17][CH2:16][CH2:15][N:14]([C:18]([O:20][C:21]([CH3:24])([CH3:23])[CH3:22])=[O:19])[CH2:13]3)[N:9]=[C:10]([C:32]3[CH:31]=[CH:30][C:29]([O:28][C:27]4[CH:44]=[C:45]([F:48])[CH:46]=[CH:47][C:26]=4[F:25])=[CH:34][CH:33]=3)[C:3]=12. The catalyst is O1CCOCC1.O.C1C=CC([P]([Pd]([P](C2C=CC=CC=2)(C2C=CC=CC=2)C2C=CC=CC=2)([P](C2C=CC=CC=2)(C2C=CC=CC=2)C2C=CC=CC=2)[P](C2C=CC=CC=2)(C2C=CC=CC=2)C2C=CC=CC=2)(C2C=CC=CC=2)C2C=CC=CC=2)=CC=1. The yield is 0.870. (2) The reactants are [CH2:1]([N:3]1[C:7](=[O:8])[CH2:6][O:5][C:4]1=[S:9])[CH3:2].[C:10]1([C:16]2[O:20][C:19]([CH:21]=O)=[CH:18][CH:17]=2)[CH:15]=[CH:14][CH:13]=[CH:12][CH:11]=1.C([O-])(=O)C.[Na+]. The catalyst is C(O)(=O)C. The product is [CH2:1]([N:3]1[C:7](=[O:8])[C:6](=[CH:21][C:19]2[O:20][C:16]([C:10]3[CH:11]=[CH:12][CH:13]=[CH:14][CH:15]=3)=[CH:17][CH:18]=2)[O:5][C:4]1=[S:9])[CH3:2]. The yield is 0.450.